From a dataset of Full USPTO retrosynthesis dataset with 1.9M reactions from patents (1976-2016). Predict the reactants needed to synthesize the given product. Given the product [Cl:1][C:2]1[C:7]([C:8]([F:10])([F:9])[F:11])=[CH:6][CH:5]=[CH:4][C:3]=1[C:12]([N:14]1[CH2:19][CH2:18][C:17]2[N:20]([C:23]3[CH:28]=[CH:27][C:26]([CH3:29])=[CH:25][N:24]=3)[N:21]=[N:22][C:16]=2[CH:15]1[CH3:30])=[O:13], predict the reactants needed to synthesize it. The reactants are: [Cl:1][C:2]1[C:7]([C:8]([F:11])([F:10])[F:9])=[CH:6][CH:5]=[CH:4][C:3]=1[C:12]([N:14]1[CH:19]=[CH:18][C:17]2[N:20]([C:23]3[CH:28]=[CH:27][C:26]([CH3:29])=[CH:25][N:24]=3)[N:21]=[N:22][C:16]=2[CH:15]1[CH3:30])=[O:13].ClC1C(C(F)(F)F)=CC=CC=1C(N1C=CC2N(C3C(C)=CC(C)=CN=3)N=NC=2C1C)=O.C1COCC1.